From a dataset of NCI-60 drug combinations with 297,098 pairs across 59 cell lines. Regression. Given two drug SMILES strings and cell line genomic features, predict the synergy score measuring deviation from expected non-interaction effect. (1) Drug 1: CC1C(C(CC(O1)OC2CC(OC(C2O)C)OC3=CC4=CC5=C(C(=O)C(C(C5)C(C(=O)C(C(C)O)O)OC)OC6CC(C(C(O6)C)O)OC7CC(C(C(O7)C)O)OC8CC(C(C(O8)C)O)(C)O)C(=C4C(=C3C)O)O)O)O. Drug 2: CC1C(C(CC(O1)OC2CC(CC3=C2C(=C4C(=C3O)C(=O)C5=C(C4=O)C(=CC=C5)OC)O)(C(=O)CO)O)N)O.Cl. Cell line: NCIH23. Synergy scores: CSS=45.4, Synergy_ZIP=3.71, Synergy_Bliss=4.10, Synergy_Loewe=-3.02, Synergy_HSA=4.96. (2) Drug 1: CC=C1C(=O)NC(C(=O)OC2CC(=O)NC(C(=O)NC(CSSCCC=C2)C(=O)N1)C(C)C)C(C)C. Drug 2: C1CCC(C(C1)N)N.C(=O)(C(=O)[O-])[O-].[Pt+4]. Cell line: M14. Synergy scores: CSS=41.0, Synergy_ZIP=-5.11, Synergy_Bliss=-7.09, Synergy_Loewe=-12.4, Synergy_HSA=-3.56. (3) Drug 1: CC1=C(C=C(C=C1)NC2=NC=CC(=N2)N(C)C3=CC4=NN(C(=C4C=C3)C)C)S(=O)(=O)N.Cl. Drug 2: C(=O)(N)NO. Cell line: NCI-H322M. Synergy scores: CSS=-1.63, Synergy_ZIP=0.507, Synergy_Bliss=-2.03, Synergy_Loewe=-3.79, Synergy_HSA=-3.79.